This data is from Peptide-MHC class I binding affinity with 185,985 pairs from IEDB/IMGT. The task is: Regression. Given a peptide amino acid sequence and an MHC pseudo amino acid sequence, predict their binding affinity value. This is MHC class I binding data. (1) The peptide sequence is GYIGSHTVL. The MHC is H-2-Kd with pseudo-sequence H-2-Kd. The binding affinity (normalized) is 0.572. (2) The peptide sequence is PTPLDILA. The MHC is Mamu-A01 with pseudo-sequence Mamu-A01. The binding affinity (normalized) is 0.180. (3) The peptide sequence is LVTARQKLK. The MHC is HLA-A02:01 with pseudo-sequence HLA-A02:01. The binding affinity (normalized) is 0.0847. (4) The peptide sequence is SLMASSPTSI. The MHC is HLA-A02:01 with pseudo-sequence HLA-A02:01. The binding affinity (normalized) is 0.719. (5) The peptide sequence is LGNHIYNRH. The MHC is Mamu-B6601 with pseudo-sequence Mamu-B6601. The binding affinity (normalized) is 0.347.